The task is: Regression. Given two drug SMILES strings and cell line genomic features, predict the synergy score measuring deviation from expected non-interaction effect.. This data is from NCI-60 drug combinations with 297,098 pairs across 59 cell lines. (1) Drug 1: CC12CCC(CC1=CCC3C2CCC4(C3CC=C4C5=CN=CC=C5)C)O. Drug 2: CC(CN1CC(=O)NC(=O)C1)N2CC(=O)NC(=O)C2. Cell line: SNB-75. Synergy scores: CSS=0.603, Synergy_ZIP=-0.846, Synergy_Bliss=-0.180, Synergy_Loewe=-0.865, Synergy_HSA=-0.817. (2) Drug 1: CCC1(C2=C(COC1=O)C(=O)N3CC4=CC5=C(C=CC(=C5CN(C)C)O)N=C4C3=C2)O.Cl. Drug 2: N.N.Cl[Pt+2]Cl. Cell line: EKVX. Synergy scores: CSS=13.4, Synergy_ZIP=-5.17, Synergy_Bliss=-0.566, Synergy_Loewe=-0.254, Synergy_HSA=-0.00457. (3) Drug 1: CC1=C(N=C(N=C1N)C(CC(=O)N)NCC(C(=O)N)N)C(=O)NC(C(C2=CN=CN2)OC3C(C(C(C(O3)CO)O)O)OC4C(C(C(C(O4)CO)O)OC(=O)N)O)C(=O)NC(C)C(C(C)C(=O)NC(C(C)O)C(=O)NCCC5=NC(=CS5)C6=NC(=CS6)C(=O)NCCC[S+](C)C)O. Drug 2: COC1=C2C(=CC3=C1OC=C3)C=CC(=O)O2. Cell line: SNB-75. Synergy scores: CSS=35.6, Synergy_ZIP=-0.828, Synergy_Bliss=-1.70, Synergy_Loewe=-20.3, Synergy_HSA=-1.02. (4) Drug 1: C1=CC=C(C=C1)NC(=O)CCCCCCC(=O)NO. Drug 2: C1=NC2=C(N1)C(=S)N=CN2. Cell line: M14. Synergy scores: CSS=31.4, Synergy_ZIP=0.963, Synergy_Bliss=3.09, Synergy_Loewe=2.41, Synergy_HSA=2.77. (5) Drug 1: CC(CN1CC(=O)NC(=O)C1)N2CC(=O)NC(=O)C2. Drug 2: CC(C)CN1C=NC2=C1C3=CC=CC=C3N=C2N. Cell line: MDA-MB-435. Synergy scores: CSS=10.1, Synergy_ZIP=-2.24, Synergy_Bliss=2.77, Synergy_Loewe=1.10, Synergy_HSA=0.894. (6) Cell line: SK-OV-3. Drug 2: CC1=C2C(C(=O)C3(C(CC4C(C3C(C(C2(C)C)(CC1OC(=O)C(C(C5=CC=CC=C5)NC(=O)OC(C)(C)C)O)O)OC(=O)C6=CC=CC=C6)(CO4)OC(=O)C)O)C)O. Synergy scores: CSS=40.7, Synergy_ZIP=10.5, Synergy_Bliss=4.82, Synergy_Loewe=-40.7, Synergy_HSA=3.40. Drug 1: CC1=C(C=C(C=C1)NC2=NC=CC(=N2)N(C)C3=CC4=NN(C(=C4C=C3)C)C)S(=O)(=O)N.Cl. (7) Drug 2: CS(=O)(=O)CCNCC1=CC=C(O1)C2=CC3=C(C=C2)N=CN=C3NC4=CC(=C(C=C4)OCC5=CC(=CC=C5)F)Cl. Cell line: NCI/ADR-RES. Synergy scores: CSS=9.42, Synergy_ZIP=-1.76, Synergy_Bliss=-0.756, Synergy_Loewe=-14.2, Synergy_HSA=-2.65. Drug 1: CN(C)C1=NC(=NC(=N1)N(C)C)N(C)C. (8) Drug 1: C1=NC2=C(N1)C(=S)N=C(N2)N. Drug 2: COC1=C2C(=CC3=C1OC=C3)C=CC(=O)O2. Cell line: OVCAR-5. Synergy scores: CSS=33.0, Synergy_ZIP=-0.361, Synergy_Bliss=-1.14, Synergy_Loewe=-16.8, Synergy_HSA=-1.26. (9) Drug 1: CC1=CC2C(CCC3(C2CCC3(C(=O)C)OC(=O)C)C)C4(C1=CC(=O)CC4)C. Drug 2: C1=CC=C(C=C1)NC(=O)CCCCCCC(=O)NO. Cell line: HL-60(TB). Synergy scores: CSS=39.0, Synergy_ZIP=7.42, Synergy_Bliss=8.63, Synergy_Loewe=-18.5, Synergy_HSA=6.36.